From a dataset of Forward reaction prediction with 1.9M reactions from USPTO patents (1976-2016). Predict the product of the given reaction. Given the reactants [O:1]=[C:2]1[CH2:11][CH2:10][CH2:9][C:8]2[CH:7]=[C:6]([C:12]([NH2:14])=[O:13])[CH:5]=[CH:4][C:3]1=2.C([O-])([O-])=O.[K+].[K+].[OH-].[K+].[CH3:23][S:24](Cl)(=[O:26])=[O:25], predict the reaction product. The product is: [O:1]=[C:2]1[CH2:11][CH2:10][CH2:9][C:8]2[CH:7]=[C:6]([C:12]([NH:14][S:24]([CH3:23])(=[O:26])=[O:25])=[O:13])[CH:5]=[CH:4][C:3]1=2.